From a dataset of Full USPTO retrosynthesis dataset with 1.9M reactions from patents (1976-2016). Predict the reactants needed to synthesize the given product. (1) Given the product [CH3:11][O:12][C:5](=[O:10])[CH2:6][CH2:7][CH2:8][CH2:9][CH2:4][N+:1]([O-:3])=[O:2], predict the reactants needed to synthesize it. The reactants are: [N+:1]([CH:4]1[CH2:9][CH2:8][CH2:7][CH2:6][C:5]1=[O:10])([O-:3])=[O:2].[CH3:11][OH:12]. (2) Given the product [C:1]([O:4][C:5]1[CH:10]=[CH:9][C:8]([NH2:11])=[C:7]([OH:14])[CH:6]=1)(=[O:3])[CH3:2], predict the reactants needed to synthesize it. The reactants are: [C:1]([O:4][C:5]1[CH:10]=[CH:9][C:8]([N+:11]([O-])=O)=[C:7]([OH:14])[CH:6]=1)(=[O:3])[CH3:2].